Dataset: Forward reaction prediction with 1.9M reactions from USPTO patents (1976-2016). Task: Predict the product of the given reaction. (1) The product is: [F:15][C:31]1[C:32](=[O:33])[NH:6][C:5]2[C:7]([CH:30]=1)=[CH:8][CH:9]=[C:3]([O:2][CH3:1])[CH:4]=2. Given the reactants [CH3:1][O:2][C:3]1[CH:4]=[C:5]([CH:7]=[CH:8][CH:9]=1)[NH2:6].[Li]CCCC.[F:15]/C(/OC)=C/C(OC)=O.Cl.S(=O)(=O)(O)O.[CH2:30]1C[O:33][CH2:32][CH2:31]1, predict the reaction product. (2) Given the reactants NC1C=CC(S(C(C)C)(=O)=O)=C([C@@H]2CCCN2C(OC(C)(C)C)=O)C=1.[ClH:26].[CH3:27][N:28]([C:32]1[CH:37]=[CH:36][C:35]([S:38]([CH:41]([CH3:43])[CH3:42])(=[O:40])=[O:39])=[C:34]([C@H:44]2[CH2:48][CH2:47][CH2:46][NH:45]2)[CH:33]=1)[C:29](=[O:31])[OH:30], predict the reaction product. The product is: [ClH:26].[CH3:27][N:28]([C:32]1[CH:37]=[CH:36][C:35]([S:38]([CH:41]([CH3:43])[CH3:42])(=[O:40])=[O:39])=[C:34]([C@@H:44]2[CH2:48][CH2:47][CH2:46][NH:45]2)[CH:33]=1)[C:29](=[O:30])[OH:31]. (3) The product is: [NH:13]1[C:14](=[O:16])[C:15]2[NH:7][CH:8]=[N:9][C:10]=2[NH:11][C:12]1=[O:17]. Given the reactants ClC1C=CC(C[N:7]2[C:15]3[C:14](=[O:16])[NH:13][C:12](=[O:17])[N:11](C)[C:10]=3[N:9]=[C:8]2OC2C=CC=C(OC(F)(F)F)C=2)=CC=1.C(=O)([O-])[O-].[K+].[K+].BrCCCO[Si](C(C)(C)C)(C)C, predict the reaction product. (4) Given the reactants [CH3:1][N:2]([C:15]1[CH:35]=[CH:34][C:18]([CH2:19][N:20]2[C:28]3[C:23](=[CH:24][CH:25]=[CH:26][CH:27]=3)[C:22]([CH2:29][C:30]([O:32]C)=[O:31])=[N:21]2)=[CH:17][CH:16]=1)[C:3]([C:5]1[CH:14]=[CH:13][C:12]2[C:7](=[CH:8][CH:9]=[CH:10][CH:11]=2)[CH:6]=1)=[O:4].O.[OH-].[Li+].O.Cl, predict the reaction product. The product is: [CH3:1][N:2]([C:15]1[CH:35]=[CH:34][C:18]([CH2:19][N:20]2[C:28]3[C:23](=[CH:24][CH:25]=[CH:26][CH:27]=3)[C:22]([CH2:29][C:30]([OH:32])=[O:31])=[N:21]2)=[CH:17][CH:16]=1)[C:3]([C:5]1[CH:14]=[CH:13][C:12]2[C:7](=[CH:8][CH:9]=[CH:10][CH:11]=2)[CH:6]=1)=[O:4]. (5) Given the reactants [Br:1]Br.[Cl:3][C:4]1[CH:5]=[C:6]2[CH:12]=[CH:11][NH:10][C:7]2=[N:8][CH:9]=1.O, predict the reaction product. The product is: [Br:1][C:12]1[C:6]2[C:7](=[N:8][CH:9]=[C:4]([Cl:3])[CH:5]=2)[NH:10][CH:11]=1.